This data is from Forward reaction prediction with 1.9M reactions from USPTO patents (1976-2016). The task is: Predict the product of the given reaction. (1) Given the reactants Br.[NH2:2][CH2:3][C:4]1[CH:9]=[CH:8][C:7]([OH:10])=[C:6]([Cl:11])[CH:5]=1.Cl[C:13]1[N:18]=[C:17]([O:19][CH2:20][C:21]([F:24])([F:23])[F:22])[N:16]=[C:15]([NH:25][C:26]2[CH:38]=[CH:37][C:29]([C:30]([O:32][C:33]([CH3:36])([CH3:35])[CH3:34])=[O:31])=[CH:28][CH:27]=2)[N:14]=1.C(N(CC)C(C)C)(C)C, predict the reaction product. The product is: [Cl:11][C:6]1[CH:5]=[C:4]([CH:9]=[CH:8][C:7]=1[OH:10])[CH2:3][NH:2][C:13]1[N:18]=[C:17]([O:19][CH2:20][C:21]([F:24])([F:22])[F:23])[N:16]=[C:15]([NH:25][C:26]2[CH:38]=[CH:37][C:29]([C:30]([O:32][C:33]([CH3:34])([CH3:36])[CH3:35])=[O:31])=[CH:28][CH:27]=2)[N:14]=1. (2) Given the reactants [CH2:1]([N:8]1[C:16]2[C:11](=[CH:12][C:13]([OH:17])=[CH:14][CH:15]=2)[CH2:10][CH2:9]1)[C:2]1[CH:7]=[CH:6][CH:5]=[CH:4][CH:3]=1.[C:18]1([N:24]=[C:25]=[O:26])[CH:23]=[CH:22][CH:21]=[CH:20][CH:19]=1, predict the reaction product. The product is: [C:18]1([NH:24][C:25](=[O:26])[O:17][C:13]2[CH:12]=[C:11]3[C:16](=[CH:15][CH:14]=2)[N:8]([CH2:1][C:2]2[CH:3]=[CH:4][CH:5]=[CH:6][CH:7]=2)[CH2:9][CH2:10]3)[CH:23]=[CH:22][CH:21]=[CH:20][CH:19]=1. (3) Given the reactants [CH2:1]([CH:8]1[NH:13][CH2:12][CH2:11][N:10]([C:14]2[CH:19]=[CH:18][C:17]([O:20][CH3:21])=[C:16]([O:22][CH:23]3[CH2:27][CH2:26][CH2:25][CH2:24]3)[CH:15]=2)[CH2:9]1)[C:2]1[CH:7]=[CH:6][CH:5]=[CH:4][CH:3]=1.Cl[CH2:29][C:30]#[N:31].C([O-])([O-])=O.[K+].[K+], predict the reaction product. The product is: [CH2:1]([C@H:8]1[CH2:9][N:10]([C:14]2[CH:19]=[CH:18][C:17]([O:20][CH3:21])=[C:16]([O:22][CH:23]3[CH2:27][CH2:26][CH2:25][CH2:24]3)[CH:15]=2)[CH2:11][CH2:12][N:13]1[CH2:29][C:30]#[N:31])[C:2]1[CH:3]=[CH:4][CH:5]=[CH:6][CH:7]=1. (4) Given the reactants [C:1](NCCCC(O)=O)([O:3][C:4]([CH3:7])([CH3:6])[CH3:5])=[O:2].[NH2:15][C:16]1[CH:17]=[C:18]([C:24]([C:28]2[CH:33]=[CH:32][C:31]([O:34][CH3:35])=[C:30]([O:36][CH2:37][CH3:38])[CH:29]=2)=[CH:25][C:26]#[N:27])[CH:19]=[CH:20][C:21]=1[O:22][CH3:23].[CH:39]1([N:45]=C=[N:45][CH:39]2CC[CH2:42][CH2:41][CH2:40]2)CC[CH2:42][CH2:41][CH2:40]1.[OH:54]N1C2C=CC=CC=2N=N1, predict the reaction product. The product is: [C:1]([N:15]([C:16]1[CH:17]=[C:18]([C:24]([C:28]2[CH:33]=[CH:32][C:31]([O:34][CH3:35])=[C:30]([O:36][CH2:37][CH3:38])[CH:29]=2)=[CH:25][C:26]#[N:27])[CH:19]=[CH:20][C:21]=1[O:22][CH3:23])[C:42](=[O:54])[CH2:41][CH2:40][CH2:39][NH2:45])([O:3][C:4]([CH3:5])([CH3:6])[CH3:7])=[O:2]. (5) Given the reactants [C:1]([C:4]1[CH:5]=[N:6][CH:7]=[C:8]([Br:10])[CH:9]=1)(=[NH:3])[NH2:2].CO[CH:13](OC)[CH2:14][CH:15](OC)OC, predict the reaction product. The product is: [Br:10][C:8]1[CH:7]=[N:6][CH:5]=[C:4]([C:1]2[N:2]=[CH:15][CH:14]=[CH:13][N:3]=2)[CH:9]=1. (6) Given the reactants [NH2:1][CH:2]([C:6]#[N:7])[C:3]([NH2:5])=[O:4].[C:8](OCC)(OCC)(OCC)[CH3:9].[NH2:19][CH:20]([CH2:24][CH2:25][CH2:26][C:27]1[CH:32]=[CH:31][CH:30]=[CH:29][CH:28]=1)[CH:21]([OH:23])[CH3:22], predict the reaction product. The product is: [NH2:7][C:6]1[N:19]([CH:20]([CH:21]([OH:23])[CH3:22])[CH2:24][CH2:25][CH2:26][C:27]2[CH:28]=[CH:29][CH:30]=[CH:31][CH:32]=2)[C:8]([CH3:9])=[N:1][C:2]=1[C:3]([NH2:5])=[O:4].